Dataset: Catalyst prediction with 721,799 reactions and 888 catalyst types from USPTO. Task: Predict which catalyst facilitates the given reaction. (1) Reactant: [CH:1]1([N:4]2[CH:8]=[C:7]([NH:9]C(=O)OC(C)(C)C)[N:6]=[CH:5]2)[CH2:3][CH2:2]1.[ClH:17]. Product: [ClH:17].[CH:1]1([N:4]2[CH:8]=[C:7]([NH2:9])[N:6]=[CH:5]2)[CH2:3][CH2:2]1. The catalyst class is: 71. (2) Product: [Cl:1][C:2]1[C:11]2[C:6](=[CH:7][C:8]([O:12][CH3:13])=[CH:9][CH:10]=2)[C:5]([O:14][CH2:22][CH3:23])=[CH:4][N:3]=1. The catalyst class is: 10. Reactant: [Cl:1][C:2]1[C:11]2[C:6](=[CH:7][C:8]([O:12][CH3:13])=[CH:9][CH:10]=2)[C:5]([OH:14])=[CH:4][N:3]=1.C(=O)([O-])[O-].[K+].[K+].I[CH2:22][CH3:23]. (3) Reactant: [CH3:1][C@H:2]([NH2:11])[C@H:3]([OH:10])[C:4]1[CH:9]=[CH:8][CH:7]=[CH:6][CH:5]=1.I[C:13]1[CH:14]=[C:15]2[C:19](=[CH:20][CH:21]=1)[N:18]([C:22]1[CH:23]=[N:24][CH:25]=[CH:26][CH:27]=1)[N:17]=[CH:16]2.C(=O)([O-])[O-].[Cs+].[Cs+].C(#N)CCC. Product: [N:24]1[CH:25]=[CH:26][CH:27]=[C:22]([N:18]2[C:19]3[C:15](=[CH:14][C:13]([O:10][C@H:3]([C:4]4[CH:5]=[CH:6][CH:7]=[CH:8][CH:9]=4)[C@H:2]([CH3:1])[NH2:11])=[CH:21][CH:20]=3)[CH:16]=[N:17]2)[CH:23]=1. The catalyst class is: 205. (4) Reactant: CCCCCC.[Br:7][C@H:8]([CH:12]([CH3:14])[CH3:13])[C:9]([OH:11])=[O:10].[CH:15]1([NH:21][CH:22]2[CH2:27][CH2:26][CH2:25][CH2:24][CH2:23]2)[CH2:20][CH2:19][CH2:18][CH2:17][CH2:16]1. Product: [CH:22]1([NH:21][CH:15]2[CH2:16][CH2:17][CH2:18][CH2:19][CH2:20]2)[CH2:23][CH2:24][CH2:25][CH2:26][CH2:27]1.[Br:7][C@H:8]([CH:12]([CH3:14])[CH3:13])[C:9]([OH:11])=[O:10]. The catalyst class is: 41. (5) Reactant: [Cl:1][C:2]1[CH:3]=[C:4]2[CH:10]=[C:9]([C:11]([NH:13][C@@H:14]([CH2:20][C:21]3[CH:26]=[CH:25][CH:24]=[CH:23][CH:22]=3)[C@@H:15]([OH:19])[C:16](O)=[O:17])=[O:12])[NH:8][C:5]2=[CH:6][N:7]=1.[OH:27][C@H:28]1[C@@H:32]([OH:33])[CH2:31][NH:30][CH2:29]1.C1C=CC2N(O)N=NC=2C=1.CCN(C(C)C)C(C)C.CCN=C=NCCCN(C)C. Product: [CH2:20]([C@H:14]([NH:13][C:11]([C:9]1[NH:8][C:5]2=[CH:6][N:7]=[C:2]([Cl:1])[CH:3]=[C:4]2[CH:10]=1)=[O:12])[C@@H:15]([OH:19])[C:16]([N:30]1[CH2:31][C@H:32]([OH:33])[C@H:28]([OH:27])[CH2:29]1)=[O:17])[C:21]1[CH:22]=[CH:23][CH:24]=[CH:25][CH:26]=1. The catalyst class is: 3. (6) Reactant: [C:1]([O:5][C:6](=[O:38])[NH:7][C@H:8]([C@@H:29]1[CH2:33][C@@H:32]([CH:34]([CH3:36])[CH3:35])[C:31](=[O:37])[O:30]1)[CH2:9][C@H:10]([CH2:14][C:15]1[CH:20]=[C:19]([O:21][CH2:22][CH2:23][CH2:24][O:25][CH3:26])[CH:18]=[C:17]([O:27][CH3:28])[CH:16]=1)[CH:11]([CH3:13])[CH3:12])([CH3:4])([CH3:3])[CH3:2]. Product: [C:1]([O:5][C:6](=[O:38])[NH:7][C@@H:8]([CH2:9][C@H:10]([CH2:14][C:15]1[CH:20]=[C:19]([O:21][CH2:22][CH2:23][CH2:24][O:25][CH3:26])[CH:18]=[C:17]([O:27][CH3:28])[CH:16]=1)[CH:11]([CH3:12])[CH3:13])[C@@H:29]([OH:30])[CH2:33][C@H:32]([C:31](=[O:37])[NH:7][CH2:8][C@@H:29]1[CH2:33][CH2:32][CH2:31][O:30]1)[CH:34]([CH3:36])[CH3:35])([CH3:4])([CH3:2])[CH3:3]. The catalyst class is: 52. (7) Reactant: Cl[C:2]1[C:11]2[C:6](=[CH:7][C:8]([S:12]([N:15]([C:25]3[CH:29]=[CH:28][O:27][N:26]=3)[CH2:16][C:17]3[CH:22]=[CH:21][C:20]([O:23][CH3:24])=[CH:19][CH:18]=3)(=[O:14])=[O:13])=[CH:9][CH:10]=2)[C:5]([OH:30])=[CH:4][N:3]=1.[Cl:31][C:32]1[CH:37]=[C:36](B(O)O)[C:35]([O:41][CH3:42])=[CH:34][C:33]=1[C:43]1[CH:48]=[CH:47][CH:46]=[C:45]([F:49])[CH:44]=1.C(=O)([O-])[O-].[K+].[K+].O1CCOCC1. Product: [Cl:31][C:32]1[CH:37]=[C:36]([C:2]2[C:11]3[C:6](=[CH:7][C:8]([S:12]([N:15]([C:25]4[CH:29]=[CH:28][O:27][N:26]=4)[CH2:16][C:17]4[CH:22]=[CH:21][C:20]([O:23][CH3:24])=[CH:19][CH:18]=4)(=[O:14])=[O:13])=[CH:9][CH:10]=3)[C:5]([OH:30])=[CH:4][N:3]=2)[C:35]([O:41][CH3:42])=[CH:34][C:33]=1[C:43]1[CH:48]=[CH:47][CH:46]=[C:45]([F:49])[CH:44]=1. The catalyst class is: 103.